This data is from NCI-60 drug combinations with 297,098 pairs across 59 cell lines. The task is: Regression. Given two drug SMILES strings and cell line genomic features, predict the synergy score measuring deviation from expected non-interaction effect. (1) Drug 1: C1CC(C1)(C(=O)O)C(=O)O.[NH2-].[NH2-].[Pt+2]. Drug 2: COC1=C2C(=CC3=C1OC=C3)C=CC(=O)O2. Cell line: SNB-19. Synergy scores: CSS=12.7, Synergy_ZIP=0.0593, Synergy_Bliss=-0.264, Synergy_Loewe=-2.18, Synergy_HSA=-1.77. (2) Drug 1: CCCS(=O)(=O)NC1=C(C(=C(C=C1)F)C(=O)C2=CNC3=C2C=C(C=N3)C4=CC=C(C=C4)Cl)F. Drug 2: CCCCC(=O)OCC(=O)C1(CC(C2=C(C1)C(=C3C(=C2O)C(=O)C4=C(C3=O)C=CC=C4OC)O)OC5CC(C(C(O5)C)O)NC(=O)C(F)(F)F)O. Cell line: UACC-257. Synergy scores: CSS=41.6, Synergy_ZIP=2.60, Synergy_Bliss=6.01, Synergy_Loewe=4.87, Synergy_HSA=5.28.